Dataset: Reaction yield outcomes from USPTO patents with 853,638 reactions. Task: Predict the reaction yield, written as a fraction of the theoretical maximum amount of product (1.0 means a 100% yield; for example, 0.34 means a 34% yield). (1) The reactants are [CH3:1][N:2]1[CH2:7][CH2:6][C:5]([C:27]2[CH:32]=[CH:31][C:30]([F:33])=[CH:29][CH:28]=2)([CH:8]([O:22][CH:23]=[CH:24][O:25][CH3:26])[C:9]2[C:18]3[C:13](=[CH:14][CH:15]=[CH:16][CH:17]=3)[C:12]([O:19][CH3:20])=[C:11](I)[CH:10]=2)[CH2:4][CH2:3]1.[Cu][C:35]#[N:36].C([O-])(O)=O.[Na+]. The catalyst is CN(C=O)C. The product is [CH3:1][N:2]1[CH2:7][CH2:6][C:5]([C:27]2[CH:32]=[CH:31][C:30]([F:33])=[CH:29][CH:28]=2)([CH:8]([O:22][CH:23]=[CH:24][O:25][CH3:26])[C:9]2[C:18]3[C:13](=[CH:14][CH:15]=[CH:16][CH:17]=3)[C:12]([O:19][CH3:20])=[C:11]([C:35]#[N:36])[CH:10]=2)[CH2:4][CH2:3]1. The yield is 0.660. (2) The reactants are [CH2:1]([N:8]1[C:17]2[C:12](=[C:13]([Cl:18])[CH:14]=[CH:15][CH:16]=2)[C:11](=[O:19])[C:10]([C:20](OC)=[O:21])=[N:9]1)[C:2]1[CH:7]=[CH:6][CH:5]=[CH:4][CH:3]=1.CC(C[AlH]CC(C)C)C. The catalyst is O1CCCC1. The product is [CH2:1]([N:8]1[C:17]2[C:12](=[C:13]([Cl:18])[CH:14]=[CH:15][CH:16]=2)[C:11](=[O:19])[C:10]([CH2:20][OH:21])=[N:9]1)[C:2]1[CH:3]=[CH:4][CH:5]=[CH:6][CH:7]=1. The yield is 0.600. (3) The reactants are CN(C)/[CH:3]=[CH:4]/[C:5]([C:7]1[N:8]([CH:13]([CH3:15])[CH3:14])[C:9]([CH3:12])=[N:10][CH:11]=1)=O.[NH:17]([CH:21]1[CH2:26][CH2:25][N:24]([C:27]([O:29][CH2:30][C:31]2[CH:36]=[CH:35][CH:34]=[CH:33][CH:32]=2)=[O:28])[CH2:23][CH2:22]1)[C:18]([NH2:20])=[NH:19]. The catalyst is COCCO. The product is [CH3:12][C:9]1[N:8]([CH:13]([CH3:15])[CH3:14])[C:7]([C:5]2[CH:4]=[CH:3][N:20]=[C:18]([NH:17][CH:21]3[CH2:26][CH2:25][N:24]([C:27]([O:29][CH2:30][C:31]4[CH:36]=[CH:35][CH:34]=[CH:33][CH:32]=4)=[O:28])[CH2:23][CH2:22]3)[N:19]=2)=[CH:11][N:10]=1. The yield is 0.800. (4) The reactants are C(O[C:6](=[O:28])[NH:7][C@@H:8]([CH2:21][C:22]1[CH:27]=[CH:26][CH:25]=[CH:24][CH:23]=1)[CH:9]([C:11](=[O:20])[NH:12][CH2:13][C:14]1[CH:19]=[CH:18][CH:17]=[CH:16][CH:15]=1)[OH:10])(C)(C)C.FC(F)(F)C(O)=O.C(N(CC)C(C)C)(C)C.[CH2:45]([O:52][C:53]([NH:55][C@@H:56]([CH3:74])[C:57]([NH:59][C@@H:60]([CH2:64][C:65]1[C:73]2[C:68](=[CH:69][CH:70]=[CH:71][CH:72]=2)[NH:67][CH:66]=1)C(O)=O)=[O:58])=[O:54])[C:46]1[CH:51]=[CH:50][CH:49]=[CH:48][CH:47]=1.CN(C(ON1N=NC2C=CC=NC1=2)=[N+](C)C)C.F[P-](F)(F)(F)(F)F. The catalyst is ClCCl.CN(C=O)C. The product is [CH2:45]([O:52][C:53](=[O:54])[NH:55][C@H:56]([C:57](=[O:58])[NH:59][C@H:60]([C:6](=[O:28])[NH:7][C@@H:8]([CH2:21][C:22]1[CH:23]=[CH:24][CH:25]=[CH:26][CH:27]=1)[CH:9]([C:11](=[O:20])[NH:12][CH2:13][C:14]1[CH:15]=[CH:16][CH:17]=[CH:18][CH:19]=1)[OH:10])[CH2:64][C:65]1[C:73]2[C:68](=[CH:69][CH:70]=[CH:71][CH:72]=2)[NH:67][CH:66]=1)[CH3:74])[C:46]1[CH:47]=[CH:48][CH:49]=[CH:50][CH:51]=1. The yield is 0.700. (5) The reactants are [Cl-].O[NH3+:3].[C:4](=[O:7])([O-])[OH:5].[Na+].CS(C)=O.[CH2:13]([S:15][C:16]1[N:17]([CH2:30][C:31]2[CH:36]=[CH:35][C:34]([C:37]3[C:38]([C:43]#[N:44])=[CH:39][CH:40]=[CH:41][CH:42]=3)=[CH:33][CH:32]=2)[C:18](=[O:29])[C:19]([C:23]2[CH:28]=[CH:27][CH:26]=[CH:25][CH:24]=2)=[C:20]([CH3:22])[N:21]=1)[CH3:14]. The catalyst is O. The product is [CH2:13]([S:15][C:16]1[N:17]([CH2:30][C:31]2[CH:32]=[CH:33][C:34]([C:37]3[CH:42]=[CH:41][CH:40]=[CH:39][C:38]=3[C:43]3[NH:3][C:4](=[O:7])[O:5][N:44]=3)=[CH:35][CH:36]=2)[C:18](=[O:29])[C:19]([C:23]2[CH:24]=[CH:25][CH:26]=[CH:27][CH:28]=2)=[C:20]([CH3:22])[N:21]=1)[CH3:14]. The yield is 0.500. (6) The reactants are C[O:2][C:3](=[O:45])[CH2:4][C:5]1[CH:10]=[CH:9][CH:8]=[C:7]([O:11][CH2:12][CH2:13][CH2:14][N:15]([CH2:31][CH:32]([C:39]2[CH:44]=[CH:43][CH:42]=[CH:41][CH:40]=2)[C:33]2[CH:38]=[CH:37][CH:36]=[CH:35][CH:34]=2)[CH2:16][C:17]2[CH:22]=[C:21]([C:23]([CH3:26])([CH3:25])[CH3:24])[CH:20]=[C:19]([C:27]([CH3:30])([CH3:29])[CH3:28])[CH:18]=2)[CH:6]=1.[OH-].[Na+]. The catalyst is CO. The product is [C:39]1([CH:32]([C:33]2[CH:34]=[CH:35][CH:36]=[CH:37][CH:38]=2)[CH2:31][N:15]([CH2:16][C:17]2[CH:22]=[C:21]([C:23]([CH3:24])([CH3:25])[CH3:26])[CH:20]=[C:19]([C:27]([CH3:28])([CH3:29])[CH3:30])[CH:18]=2)[CH2:14][CH2:13][CH2:12][O:11][C:7]2[CH:6]=[C:5]([CH2:4][C:3]([OH:45])=[O:2])[CH:10]=[CH:9][CH:8]=2)[CH:44]=[CH:43][CH:42]=[CH:41][CH:40]=1. The yield is 0.710.